This data is from Catalyst prediction with 721,799 reactions and 888 catalyst types from USPTO. The task is: Predict which catalyst facilitates the given reaction. Reactant: [C:1]([O:5][C:6]([NH:8][CH:9]([CH2:20][C:21]1[CH:26]=[CH:25][CH:24]=[C:23]([OH:27])[CH:22]=1)[C:10]([O:12][CH2:13][C:14]1[CH:19]=[CH:18][CH:17]=[CH:16][CH:15]=1)=[O:11])=[O:7])([CH3:4])([CH3:3])[CH3:2].C(=O)([O-])[O-].[K+].[K+].[CH2:34](Br)[C:35]1[CH:40]=[CH:39][CH:38]=[CH:37][CH:36]=1. Product: [CH2:34]([O:27][C:23]1[CH:22]=[C:21]([CH2:20][CH:9]([NH:8][C:6]([O:5][C:1]([CH3:4])([CH3:2])[CH3:3])=[O:7])[C:10]([O:12][CH2:13][C:14]2[CH:19]=[CH:18][CH:17]=[CH:16][CH:15]=2)=[O:11])[CH:26]=[CH:25][CH:24]=1)[C:35]1[CH:40]=[CH:39][CH:38]=[CH:37][CH:36]=1. The catalyst class is: 21.